From a dataset of CYP2C9 inhibition data for predicting drug metabolism from PubChem BioAssay. Regression/Classification. Given a drug SMILES string, predict its absorption, distribution, metabolism, or excretion properties. Task type varies by dataset: regression for continuous measurements (e.g., permeability, clearance, half-life) or binary classification for categorical outcomes (e.g., BBB penetration, CYP inhibition). Dataset: cyp2c9_veith. The molecule is COc1ccccc1-c1ccc2ncnc(NCc3cccnc3)c2c1. The result is 0 (non-inhibitor).